Dataset: Full USPTO retrosynthesis dataset with 1.9M reactions from patents (1976-2016). Task: Predict the reactants needed to synthesize the given product. (1) Given the product [C:1]([O:5][C:6]([N:8]1[C:12]2[CH:13]=[CH:14][C:15]([CH3:17])=[CH:16][C:11]=2[N:10]=[C:9]1[C:18]1[CH:23]=[C:22]([N:32]2[CH2:33][CH2:34][CH:30]([C:28]([O:27][CH2:26][CH3:35])=[O:29])[CH2:31]2)[CH:21]=[CH:20][C:19]=1[Cl:25])=[O:7])([CH3:4])([CH3:3])[CH3:2], predict the reactants needed to synthesize it. The reactants are: [C:1]([O:5][C:6]([N:8]1[C:12]2[CH:13]=[CH:14][C:15]([CH3:17])=[CH:16][C:11]=2[N:10]=[C:9]1[C:18]1[CH:23]=[C:22](Br)[CH:21]=[CH:20][C:19]=1[Cl:25])=[O:7])([CH3:4])([CH3:3])[CH3:2].[CH3:26][O:27][C:28]([CH:30]1[CH2:34][CH2:33][NH:32][CH2:31]1)=[O:29].[C:35](=O)([O-])[O-].[Cs+].[Cs+].C1C=CC(P(C2C(C3C(P(C4C=CC=CC=4)C4C=CC=CC=4)=CC=C4C=3C=CC=C4)=C3C(C=CC=C3)=CC=2)C2C=CC=CC=2)=CC=1. (2) Given the product [Cl:1][C:2]1[N:3]=[C:4]([N:11]2[CH2:12][CH2:13][CH:14]([C:17]3[C:25]4[C:20](=[N:21][CH:22]=[CH:23][CH:24]=4)[NH:19][N:18]=3)[CH2:15][CH2:16]2)[CH:5]=[C:6]([Cl:8])[N:7]=1, predict the reactants needed to synthesize it. The reactants are: [Cl:1][C:2]1[N:7]=[C:6]([Cl:8])[CH:5]=[C:4](Cl)[N:3]=1.Cl.[NH:11]1[CH2:16][CH2:15][CH:14]([C:17]2[C:25]3[C:20](=[N:21][CH:22]=[CH:23][CH:24]=3)[NH:19][N:18]=2)[CH2:13][CH2:12]1. (3) Given the product [NH2:1][C:2]1[C:3]2[C:10]([C:11]3[CH:16]=[CH:15][C:14]([CH3:17])=[CH:13][CH:12]=3)=[C:9]([CH:18]=[C:46]([C:47]#[N:48])[C:45]([NH:44][CH2:37][C:38]3[CH:43]=[CH:42][CH:41]=[CH:40][CH:39]=3)=[O:49])[N:8]([CH2:20][CH2:21][CH2:22][OH:23])[C:4]=2[N:5]=[CH:6][N:7]=1, predict the reactants needed to synthesize it. The reactants are: [NH2:1][C:2]1[C:3]2[C:10]([C:11]3[CH:16]=[CH:15][C:14]([CH3:17])=[CH:13][CH:12]=3)=[C:9]([CH:18]=O)[N:8]([CH2:20][CH2:21][CH2:22][O:23][Si](C(C)(C)C)(C)C)[C:4]=2[N:5]=[CH:6][N:7]=1.N1CCCCC1.[CH2:37]([NH:44][C:45](=[O:49])[CH2:46][C:47]#[N:48])[C:38]1[CH:43]=[CH:42][CH:41]=[CH:40][CH:39]=1.Cl. (4) Given the product [OH:28][CH2:26][CH:15]([N:14]([CH3:3])[C:12](=[O:13])[O:11][C:8]([CH3:7])([CH3:9])[CH3:10])[C:16]1[CH:21]=[CH:20][CH:19]=[C:18]([C:22]([F:24])([F:25])[F:23])[CH:17]=1, predict the reactants needed to synthesize it. The reactants are: B.O1CCC[CH2:3]1.[CH3:7][C:8]([O:11][C:12]([NH:14][CH:15]([C:26]([OH:28])=O)[C:16]1[CH:21]=[CH:20][CH:19]=[C:18]([C:22]([F:25])([F:24])[F:23])[CH:17]=1)=[O:13])([CH3:10])[CH3:9].C(OC(OC(C)(C)C)=O)(OC(C)(C)C)=O.Cl.